Dataset: Catalyst prediction with 721,799 reactions and 888 catalyst types from USPTO. Task: Predict which catalyst facilitates the given reaction. (1) Reactant: [H-].[H-].[H-].[H-].[Li+].[Al+3].[CH2:7]([N:14]1[C@H:19]([CH3:20])[C:18](=O)[NH:17][C@@H:16]([CH3:22])[C:15]1=O)[C:8]1[CH:13]=[CH:12][CH:11]=[CH:10][CH:9]=1. Product: [CH2:7]([N:14]1[CH2:15][C@@H:16]([CH3:22])[NH:17][CH2:18][C@@H:19]1[CH3:20])[C:8]1[CH:13]=[CH:12][CH:11]=[CH:10][CH:9]=1. The catalyst class is: 1. (2) Reactant: [OH:1][C:2]1[CH:9]=[CH:8][C:5]([CH:6]=[O:7])=[CH:4][C:3]=1[N+:10]([O-:12])=[O:11].[CH2:13](O)[CH2:14][CH2:15][OH:16]. Product: [O:7]1[CH2:13][CH2:14][CH2:15][O:16][CH:6]1[C:5]1[CH:8]=[CH:9][C:2]([OH:1])=[C:3]([N+:10]([O-:12])=[O:11])[CH:4]=1. The catalyst class is: 626.